The task is: Predict which catalyst facilitates the given reaction.. This data is from Catalyst prediction with 721,799 reactions and 888 catalyst types from USPTO. (1) Reactant: [NH2:1][CH2:2][C:3]([OH:5])=[O:4].[C:6](Cl)(=[O:9])[O:7][CH3:8].[OH-].[Na+].C([O-])([O-])=O.[Na+].[Na+].Cl. Product: [CH3:8][O:7][C:6]([NH:1][CH2:2][C:3]([OH:5])=[O:4])=[O:9]. The catalyst class is: 6. (2) Reactant: Cl.C1(C(=[N:15][C:16]2[N:21]=[N:20][CH:19]=[C:18]([C:22]3[CH:23]=[C:24]([CH:29]=[CH:30][CH:31]=3)[C:25]([O:27][CH3:28])=[O:26])[CH:17]=2)C2C=CC=CC=2)C=CC=CC=1.C([O-])([O-])=O.[Na+].[Na+]. Product: [NH2:15][C:16]1[N:21]=[N:20][CH:19]=[C:18]([C:22]2[CH:23]=[C:24]([CH:29]=[CH:30][CH:31]=2)[C:25]([O:27][CH3:28])=[O:26])[CH:17]=1. The catalyst class is: 1. (3) Reactant: N(C(OCC)=O)=NC(OCC)=O.[C:13]([O:17][C:18]([N:20]1[CH2:25][CH2:24][CH:23]([CH2:26][OH:27])[CH2:22][CH2:21]1)=[O:19])([CH3:16])([CH3:15])[CH3:14].[F:28][C:29]1[CH:34]=[CH:33][C:32](O)=[CH:31][CH:30]=1.C1(P(C2C=CC=CC=2)C2C=CC=CC=2)C=CC=CC=1. Product: [C:13]([O:17][C:18]([N:20]1[CH2:25][CH2:24][CH:23]([CH2:26][O:27][C:32]2[CH:33]=[CH:34][C:29]([F:28])=[CH:30][CH:31]=2)[CH2:22][CH2:21]1)=[O:19])([CH3:16])([CH3:15])[CH3:14]. The catalyst class is: 7.